From a dataset of Forward reaction prediction with 1.9M reactions from USPTO patents (1976-2016). Predict the product of the given reaction. (1) Given the reactants [CH2:1]([O:8][C:9]1[C:14]([CH3:15])=[C:13]([CH3:16])[C:12]([O:17][CH2:18][C:19]2[CH:24]=[CH:23][CH:22]=[CH:21][CH:20]=2)=[C:11]([CH3:25])[C:10]=1[CH2:26][CH2:27][CH2:28][CH2:29][OH:30])[C:2]1[CH:7]=[CH:6][CH:5]=[CH:4][CH:3]=1.CC(OI1(OC(C)=O)(OC(C)=O)OC(=O)C2C=CC=CC1=2)=O.C([O-])(O)=O.[Na+].CCOC(C)=O, predict the reaction product. The product is: [CH2:1]([O:8][C:9]1[C:14]([CH3:15])=[C:13]([CH3:16])[C:12]([O:17][CH2:18][C:19]2[CH:24]=[CH:23][CH:22]=[CH:21][CH:20]=2)=[C:11]([CH3:25])[C:10]=1[CH2:26][CH2:27][CH2:28][CH:29]=[O:30])[C:2]1[CH:3]=[CH:4][CH:5]=[CH:6][CH:7]=1. (2) The product is: [CH2:38]([O:45][CH2:46][C:47]([NH:16][C@H:14]1[CH2:15][C@@H:11]([N:8]2[CH:7]=[N:6][C:5]3[C:9]2=[N:10][C:2]([Cl:1])=[N:3][C:4]=3[NH:23][CH2:24][CH:25]([C:32]2[CH:33]=[CH:34][CH:35]=[CH:36][CH:37]=2)[C:26]2[CH:31]=[CH:30][CH:29]=[CH:28][CH:27]=2)[C@H:12]([OH:22])[C@@H:13]1[OH:21])=[O:48])[C:39]1[CH:44]=[CH:43][CH:42]=[CH:41][CH:40]=1. Given the reactants [Cl:1][C:2]1[N:10]=[C:9]2[C:5]([N:6]=[CH:7][N:8]2[C@@H:11]2[CH2:15][C@H:14]([NH:16]C(=O)CC)[C@@H:13]([OH:21])[C@H:12]2[OH:22])=[C:4]([NH:23][CH2:24][CH:25]([C:32]2[CH:37]=[CH:36][CH:35]=[CH:34][CH:33]=2)[C:26]2[CH:31]=[CH:30][CH:29]=[CH:28][CH:27]=2)[N:3]=1.[CH2:38]([O:45][CH2:46][C:47](Cl)=[O:48])[C:39]1[CH:44]=[CH:43][CH:42]=[CH:41][CH:40]=1, predict the reaction product. (3) Given the reactants [C:1](=[O:4])([O-])[O-].[Cs+].[Cs+].[NH:7]1[C:11]2[CH:12]=[CH:13][CH:14]=[CH:15][C:10]=2[N:9]=[C:8]1[C:16]([C:18]1[CH:23]=[CH:22][C:21]([OH:24])=[CH:20][CH:19]=1)=[O:17].F[C:26]1[C:31]([CH:32]2[CH2:38][CH2:37]N[C:35](=O)[CH2:34][CH2:33]2)=[CH:30][CH:29]=[CH:28][N:27]=1, predict the reaction product. The product is: [NH:7]1[C:11]2[CH:12]=[CH:13][CH:14]=[CH:15][C:10]=2[N:9]=[C:8]1[C:16]([C:18]1[CH:23]=[CH:22][C:21]([O:24][C:26]2[C:31]([CH:32]3[CH2:33][CH2:34][CH2:35][C:1](=[O:4])[CH2:37][CH2:38]3)=[CH:30][CH:29]=[CH:28][N:27]=2)=[CH:20][CH:19]=1)=[O:17]. (4) Given the reactants O([C:8]1[C:13]([C:14]2[N:18]=[CH:17][NH:16][N:15]=2)=[N:12][N:11]([C:19]2[CH:24]=[CH:23][CH:22]=[CH:21][CH:20]=2)[C:10](=[O:25])[CH:9]=1)C1C=CC=CC=1.[CH2:26]([NH2:33])[C:27]1[CH:32]=[CH:31][CH:30]=[CH:29][CH:28]=1, predict the reaction product. The product is: [CH2:26]([NH:33][C:8]1[C:13]([C:14]2[N:18]=[CH:17][NH:16][N:15]=2)=[N:12][N:11]([C:19]2[CH:20]=[CH:21][CH:22]=[CH:23][CH:24]=2)[C:10](=[O:25])[CH:9]=1)[C:27]1[CH:32]=[CH:31][CH:30]=[CH:29][CH:28]=1. (5) Given the reactants [F:1][C:2]1[CH:7]=[CH:6][CH:5]=[CH:4][C:3]=1[N:8]1[C:16]2[C:11](=[C:12]([N:17]3[CH2:24][C@@H:23]4[C@@H:19]([NH:20][CH2:21][CH2:22]4)[C:18]3=[O:25])[CH:13]=[CH:14][CH:15]=2)[CH:10]=[N:9]1.[OH:26][C:27]([CH3:33])([CH3:32])[CH2:28][C:29](O)=[O:30].C(N(CC)CC)C.F[P-](F)(F)(F)(F)F.CN(C(N1C2C(=NC=CC=2)[N+]([O-])=N1)=[N+](C)C)C, predict the reaction product. The product is: [F:1][C:2]1[CH:7]=[CH:6][CH:5]=[CH:4][C:3]=1[N:8]1[C:16]2[C:11](=[C:12]([N:17]3[CH2:24][C@@H:23]4[C@@H:19]([N:20]([C:29](=[O:30])[CH2:28][C:27]([OH:26])([CH3:33])[CH3:32])[CH2:21][CH2:22]4)[C:18]3=[O:25])[CH:13]=[CH:14][CH:15]=2)[CH:10]=[N:9]1. (6) Given the reactants Br[C:2]1[CH:10]=[CH:9][CH:8]=[CH:7][C:3]=1[C:4]([OH:6])=[O:5].C([Mg]CCCC)CCC.[CH3:20][CH2:21][CH2:22][CH2:23][CH2:24][CH2:25][CH3:26].C([Li])CCC.CCCCCC.C(=O)C1C=CC=CC=1.Cl, predict the reaction product. The product is: [C:21]1([CH:20]2[C:2]3[C:3](=[CH:7][CH:8]=[CH:9][CH:10]=3)[C:4](=[O:5])[O:6]2)[CH:26]=[CH:25][CH:24]=[CH:23][CH:22]=1.